From a dataset of Reaction yield outcomes from USPTO patents with 853,638 reactions. Predict the reaction yield, written as a fraction of the theoretical maximum amount of product (1.0 means a 100% yield; for example, 0.34 means a 34% yield). (1) The reactants are [C:1]([C:3]1[CH:8]=[C:7]([N+:9]([O-:11])=[O:10])[CH:6]=[CH:5][C:4]=1/[N:12]=[CH:13]/[N:14](C)C)#[N:2].N[C:18]1[CH:19]=[C:20]([C:24]#[CH:25])[CH:21]=[CH:22][CH:23]=1. The catalyst is CC(O)=O. The product is [C:24]([C:20]1[CH:19]=[C:18]([NH:2][C:1]2[C:3]3[C:4](=[CH:5][CH:6]=[C:7]([N+:9]([O-:11])=[O:10])[CH:8]=3)[N:12]=[CH:13][N:14]=2)[CH:23]=[CH:22][CH:21]=1)#[CH:25]. The yield is 0.930. (2) The reactants are [S:1]1[CH:5]=[CH:4][CH:3]=[C:2]1[S:6]([NH:9][C:10]1[CH:11]=[C:12]([O:28][C:29]([F:32])([F:31])[F:30])[CH:13]=[C:14]2[C:18]=1[NH:17][C:16]([C:19]1[S:20][CH:21]([CH2:24][C:25]([OH:27])=O)[CH2:22][N:23]=1)=[CH:15]2)(=[O:8])=[O:7].Cl.C[N:35](C)CCCN=C=NCC.CN(C)C=O. The catalyst is O. The product is [S:1]1[CH:5]=[CH:4][CH:3]=[C:2]1[S:6]([NH:9][C:10]1[CH:11]=[C:12]([O:28][C:29]([F:32])([F:31])[F:30])[CH:13]=[C:14]2[C:18]=1[NH:17][C:16]([C:19]1[S:20][CH:21]([CH2:24][C:25]([NH2:35])=[O:27])[CH2:22][N:23]=1)=[CH:15]2)(=[O:7])=[O:8]. The yield is 0.630.